Dataset: Catalyst prediction with 721,799 reactions and 888 catalyst types from USPTO. Task: Predict which catalyst facilitates the given reaction. (1) Reactant: [C:1]([O:5][CH:6]([C:11]1[N:12]=[C:13]2[CH:18]=[CH:17][CH:16]=[CH:15][N:14]2[C:19]=1[C:20]1[CH:21]=[CH:22][C:23]2[O:28][CH2:27][CH2:26][CH2:25][C:24]=2[CH:29]=1)[C:7]([O:9]C)=[O:8])([CH3:4])([CH3:3])[CH3:2].[OH-].[K+]. Product: [C:1]([O:5][CH:6]([C:11]1[N:12]=[C:13]2[CH:18]=[CH:17][CH:16]=[CH:15][N:14]2[C:19]=1[C:20]1[CH:21]=[CH:22][C:23]2[O:28][CH2:27][CH2:26][CH2:25][C:24]=2[CH:29]=1)[C:7]([OH:9])=[O:8])([CH3:4])([CH3:2])[CH3:3]. The catalyst class is: 40. (2) Reactant: [F:1][C:2]1[CH:11]=[CH:10][CH:9]=[C:8]2[C:3]=1[C:4](=[O:47])[N:5]1[C:15]([NH:16][C:17]3[CH:22]=[CH:21][C:20]([N:23]4[CH2:28][CH2:27][N:26]([CH:29]([CH3:31])[CH3:30])[CH2:25][CH2:24]4)=[CH:19][C:18]=3[O:32][CH3:33])=[N:14][C:13]3[N:34]([S:37]([C:40]4[CH:45]=[CH:44][C:43]([CH3:46])=[CH:42][CH:41]=4)(=[O:39])=[O:38])[CH:35]=[CH:36][C:12]=3[C:6]1=[N:7]2.[OH-].[NH4+:49]. Product: [F:1][C:2]1[CH:11]=[CH:10][CH:9]=[C:8]([NH:7][C:6]2[C:12]3[CH:36]=[CH:35][N:34]([S:37]([C:40]4[CH:45]=[CH:44][C:43]([CH3:46])=[CH:42][CH:41]=4)(=[O:38])=[O:39])[C:13]=3[N:14]=[C:15]([NH:16][C:17]3[CH:22]=[CH:21][C:20]([N:23]4[CH2:28][CH2:27][N:26]([CH:29]([CH3:31])[CH3:30])[CH2:25][CH2:24]4)=[CH:19][C:18]=3[O:32][CH3:33])[N:5]=2)[C:3]=1[C:4]([NH2:49])=[O:47]. The catalyst class is: 765. (3) Reactant: [C:1](C#N)(C#N)=[C:2]([C:5]#[N:6])[C:3]#[N:4].N[C:12](N)=[O:13].[CH2:15]([O:17]CC)C. Product: [CH3:15][O:17][C:1]([O:13][CH3:12])=[C:2]([C:5]#[N:6])[C:3]#[N:4]. The catalyst class is: 5. (4) Reactant: [CH3:1][C@@:2]12[C@H:11]3[CH2:12][CH:13]=[C:14]4[C@@H:19]5[CH2:20][C:21]([CH3:25])([CH3:24])[CH2:22][CH2:23][C@:18]5([C:26]([OH:28])=[O:27])[CH2:17][CH2:16][C@@:15]4([CH3:29])[C@:10]3([CH3:30])[CH2:9][CH2:8][C@H:7]1[C:6]([CH3:32])([CH3:31])[C@@H:5]([OH:33])[CH2:4][CH2:3]2.[C:34](=O)([O-])[O-].[K+].[K+].CI.O. Product: [OH:33][C@H:5]1[CH2:4][CH2:3][C@@:2]2([CH3:1])[CH:7]([CH2:8][CH2:9][C@:10]3([CH3:30])[CH:11]2[CH2:12][CH:13]=[C:14]2[C@@:15]3([CH3:29])[CH2:16][CH2:17][C@:18]3([C:26]([O:28][CH3:34])=[O:27])[CH:19]2[CH2:20][C:21]([CH3:24])([CH3:25])[CH2:22][CH2:23]3)[C:6]1([CH3:32])[CH3:31]. The catalyst class is: 3. (5) Reactant: Br[CH2:2][C:3]([C:5]1[CH:10]=[CH:9][CH:8]=[CH:7][CH:6]=1)=O.[NH2:11][C:12]1[CH:17]=[CH:16][CH:15]=[CH:14][N:13]=1.C([O-])(O)=O.[Na+]. Product: [C:5]1([C:3]2[N:11]=[C:12]3[CH:17]=[CH:16][CH:15]=[CH:14][N:13]3[CH:2]=2)[CH:10]=[CH:9][CH:8]=[CH:7][CH:6]=1. The catalyst class is: 40.